Predict the reactants needed to synthesize the given product. From a dataset of Full USPTO retrosynthesis dataset with 1.9M reactions from patents (1976-2016). (1) Given the product [CH3:1][C:2]1[NH:3][C:4]2[C:9]([CH:10]=1)=[CH:8][C:7]([NH:11][C:13]1[CH:18]=[CH:17][N:16]=[C:15]3[CH:19]=[C:20]([C:22]#[N:23])[S:21][C:14]=13)=[CH:6][CH:5]=2, predict the reactants needed to synthesize it. The reactants are: [CH3:1][C:2]1[NH:3][C:4]2[C:9]([CH:10]=1)=[CH:8][C:7]([NH2:11])=[CH:6][CH:5]=2.Cl[C:13]1[CH:18]=[CH:17][N:16]=[C:15]2[CH:19]=[C:20]([C:22]#[N:23])[S:21][C:14]=12. (2) Given the product [Br:18][C:14]1[C:15]([F:17])=[CH:16][C:11]2[CH:10]3[CH2:9][CH:8]([CH2:19]3)[N:7]3[C:3]([CH2:2][NH:1][C:27]([CH:23]4[CH2:26][CH2:25][CH2:24]4)=[O:28])=[C:4]([C:20]([NH2:22])=[O:21])[N:5]=[C:6]3[C:12]=2[CH:13]=1, predict the reactants needed to synthesize it. The reactants are: [NH2:1][CH2:2][C:3]1[N:7]2[CH:8]3[CH2:19][CH:10]([C:11]4[CH:16]=[C:15]([F:17])[C:14]([Br:18])=[CH:13][C:12]=4[C:6]2=[N:5][C:4]=1[C:20]([NH2:22])=[O:21])[CH2:9]3.[CH:23]1([C:27](O)=[O:28])[CH2:26][CH2:25][CH2:24]1.